Dataset: Peptide-MHC class I binding affinity with 185,985 pairs from IEDB/IMGT. Task: Regression. Given a peptide amino acid sequence and an MHC pseudo amino acid sequence, predict their binding affinity value. This is MHC class I binding data. (1) The peptide sequence is RLASTVIYR. The MHC is HLA-A69:01 with pseudo-sequence HLA-A69:01. The binding affinity (normalized) is 0.0847. (2) The peptide sequence is EVHYSGINY. The MHC is HLA-B08:02 with pseudo-sequence HLA-B08:02. The binding affinity (normalized) is 0.0847. (3) The MHC is Mamu-B6601 with pseudo-sequence Mamu-B6601. The binding affinity (normalized) is 0.222. The peptide sequence is LGIPHPAGL.